Dataset: Full USPTO retrosynthesis dataset with 1.9M reactions from patents (1976-2016). Task: Predict the reactants needed to synthesize the given product. (1) Given the product [Cl-:13].[CH2:12]([N+:4]1[CH:5]=[CH:6][CH:7]=[C:2]([C:1](=[O:8])[NH2:9])[CH:3]=1)[CH:11]=[CH2:10], predict the reactants needed to synthesize it. The reactants are: [C:1]([NH2:9])(=[O:8])[C:2]1[CH:7]=[CH:6][CH:5]=[N:4][CH:3]=1.[CH2:10]([Cl:13])[CH:11]=[CH2:12]. (2) Given the product [Cl:7][C:8]1[CH:9]=[CH:10][C:11]([S:14]([OH:17])(=[O:15])=[O:16])=[CH:12][CH:13]=1.[CH2:8]([O:5][C:4](=[O:6])[C@H:2]([CH3:3])[NH2:1])[CH3:9], predict the reactants needed to synthesize it. The reactants are: [NH2:1][C@H:2]([C:4]([OH:6])=[O:5])[CH3:3].[Cl:7][C:8]1[CH:13]=[CH:12][C:11]([S:14]([OH:17])(=[O:16])=[O:15])=[CH:10][CH:9]=1. (3) Given the product [CH2:1]([O:8][C:9]1[CH:10]=[C:11]2[C:15](=[CH:16][CH:17]=1)[NH:14][CH:13]=[C:12]2[CH:23]([C:22]1[CH:29]=[CH:30][CH:31]=[CH:32][C:21]=1[O:20][CH3:19])[N:24]1[CH2:28][CH2:27][CH2:26][CH2:25]1)[C:2]1[CH:3]=[CH:4][CH:5]=[CH:6][CH:7]=1, predict the reactants needed to synthesize it. The reactants are: [CH2:1]([O:8][C:9]1[CH:10]=[C:11]2[C:15](=[CH:16][CH:17]=1)[NH:14][CH:13]=[CH:12]2)[C:2]1[CH:7]=[CH:6][CH:5]=[CH:4][CH:3]=1.[Cl-].[CH3:19][O:20][C:21]1[CH:32]=[CH:31][CH:30]=[CH:29][C:22]=1[CH:23]=[N+:24]1[CH2:28][CH2:27][CH2:26][CH2:25]1. (4) Given the product [Cl:1][C:2]1[CH:3]=[C:4]([N:9]2[C:13](=[O:14])[C:12](=[O:15])[NH:11][C:10]2=[N:16][C:17]([NH:19][CH:20]([CH3:22])[CH3:21])=[N:18][C:24]([O:26][CH2:27][CH2:28][CH2:29][CH2:30][CH2:31][CH3:32])=[O:25])[CH:5]=[CH:6][C:7]=1[Cl:8], predict the reactants needed to synthesize it. The reactants are: [Cl:1][C:2]1[CH:3]=[C:4]([N:9]2[C:13](=[O:14])[C:12](=[O:15])[N:11]=[C:10]2[NH:16][C:17]([NH:19][CH:20]([CH3:22])[CH3:21])=[NH:18])[CH:5]=[CH:6][C:7]=1[Cl:8].Cl[C:24]([O:26][CH2:27][CH2:28][CH2:29][CH2:30][CH2:31][CH3:32])=[O:25]. (5) Given the product [CH2:16]([CH:7]([CH2:1][CH2:2][CH2:3][CH2:4][CH2:5][CH3:6])[CH2:8][CH2:9][CH2:10][CH2:11][CH2:12][C:13]([OH:15])=[O:14])[CH2:17][CH2:18][CH2:19][CH2:20][CH3:21], predict the reactants needed to synthesize it. The reactants are: [CH2:1]([C:7]([CH2:16][CH2:17][CH2:18][CH2:19][CH2:20][CH3:21])=[CH:8][CH:9]=[CH:10][CH2:11][CH2:12][C:13]([OH:15])=[O:14])[CH2:2][CH2:3][CH2:4][CH2:5][CH3:6].[H][H]. (6) Given the product [Cl:17][C:6]1[N:5]=[C:4]([C:18]2[CH:23]=[CH:22][CH:21]=[CH:20][N:19]=2)[N:3]=[C:2]([NH:28][C@@H:26]([CH3:27])[C:25]([F:30])([F:29])[F:24])[C:7]=1[C:8]1[C:9]([F:16])=[CH:10][C:11]([F:15])=[CH:12][C:13]=1[F:14], predict the reactants needed to synthesize it. The reactants are: Cl[C:2]1[C:7]([C:8]2[C:13]([F:14])=[CH:12][C:11]([F:15])=[CH:10][C:9]=2[F:16])=[C:6]([Cl:17])[N:5]=[C:4]([C:18]2[CH:23]=[CH:22][CH:21]=[CH:20][N:19]=2)[N:3]=1.[F:24][C:25]([F:30])([F:29])[C@@H:26]([NH2:28])[CH3:27]. (7) Given the product [Cl:1][C:2]1[CH:7]=[C:6]([C:8]([OH:17])([C:9]([F:10])([F:11])[F:12])[C:13]([F:15])([F:16])[F:14])[CH:5]=[CH:4][C:3]=1[N:18]([CH2:29][CH3:30])[CH2:19][CH2:20][CH2:21][C:22]1[CH:23]=[CH:24][CH:25]=[CH:26][CH:27]=1, predict the reactants needed to synthesize it. The reactants are: [Cl:1][C:2]1[CH:7]=[C:6]([C:8]([OH:17])([C:13]([F:16])([F:15])[F:14])[C:9]([F:12])([F:11])[F:10])[CH:5]=[CH:4][C:3]=1[N:18]([CH2:29][CH3:30])[C:19](=O)[CH2:20][CH2:21][C:22]1[CH:27]=[CH:26][CH:25]=[CH:24][CH:23]=1.B.C1COCC1. (8) Given the product [Cl:15][C:12]1[N:11]=[C:10]([C:16]2[NH:17][C:18]3[C:23]([CH:24]=2)=[CH:22][C:21]([F:25])=[CH:20][CH:19]=3)[C:9]([NH2:8])=[CH:14][CH:13]=1, predict the reactants needed to synthesize it. The reactants are: C(OC([NH:8][C:9]1[C:10]([C:16]2[N:17](C(OC(C)(C)C)=O)[C:18]3[C:23]([CH:24]=2)=[CH:22][C:21]([F:25])=[CH:20][CH:19]=3)=[N:11][C:12]([Cl:15])=[CH:13][CH:14]=1)=O)(C)(C)C.C(O)(C(F)(F)F)=O.C(Cl)Cl.[OH-].[Na+].